Dataset: Catalyst prediction with 721,799 reactions and 888 catalyst types from USPTO. Task: Predict which catalyst facilitates the given reaction. (1) Reactant: [F:1][C:2]1[CH:3]=[C:4]([C:8]2[C:9]([CH3:39])=[C:10]([CH:36]=[CH:37][CH:38]=2)[CH2:11][N:12]2[C:20](=[O:21])[NH:19][C:18]3[C:13]2=[N:14][C:15]([NH:22][CH2:23][C@@H:24]2[CH2:28][CH2:27][N:26](C(OC(C)(C)C)=O)[CH2:25]2)=[N:16][CH:17]=3)[CH:5]=[CH:6][CH:7]=1. Product: [F:1][C:2]1[CH:3]=[C:4]([C:8]2[C:9]([CH3:39])=[C:10]([CH:36]=[CH:37][CH:38]=2)[CH2:11][N:12]2[C:20](=[O:21])[NH:19][C:18]3[C:13]2=[N:14][C:15]([NH:22][CH2:23][C@@H:24]2[CH2:28][CH2:27][NH:26][CH2:25]2)=[N:16][CH:17]=3)[CH:5]=[CH:6][CH:7]=1. The catalyst class is: 157. (2) The catalyst class is: 262. Reactant: [Br:1][C:2]1[CH:7]=[CH:6][CH:5]=[CH:4][C:3]=1[C:8]1O[CH:10]=[N:11][N:12]=1.[NH2:13][C:14]1[CH:19]=[CH:18][CH:17]=[CH:16][CH:15]=1.FC(F)(F)C(O)=O. Product: [Br:1][C:2]1[CH:7]=[CH:6][CH:5]=[CH:4][C:3]=1[C:8]1[N:13]([C:14]2[CH:19]=[CH:18][CH:17]=[CH:16][CH:15]=2)[CH:10]=[N:11][N:12]=1. (3) Reactant: C[O:2][C:3]1[CH:8]=[CH:7][C:6]([C:9]([C:11]2[CH:16]=[CH:15][C:14]([S:17]([CH3:20])(=[O:19])=[O:18])=[CH:13][CH:12]=2)=[O:10])=[CH:5][CH:4]=1.[Cl-].[Al+3].[Cl-].[Cl-].O. Product: [OH:2][C:3]1[CH:8]=[CH:7][C:6]([C:9]([C:11]2[CH:16]=[CH:15][C:14]([S:17]([CH3:20])(=[O:19])=[O:18])=[CH:13][CH:12]=2)=[O:10])=[CH:5][CH:4]=1. The catalyst class is: 48. (4) Reactant: [CH3:1][O:2][C:3](=[O:14])[C:4]1[CH:9]=[C:8]([N:10]([CH3:12])[CH3:11])[CH:7]=[CH:6][C:5]=1[Cl:13].Cl[CH2:16]Cl.C[O:19][S:20]([C:23]([F:26])([F:25])[F:24])(=[O:22])=[O:21]. Product: [F:24][C:23]([F:26])([F:25])[S:20]([O-:22])(=[O:21])=[O:19].[Cl:13][C:5]1[CH:6]=[CH:7][C:8]([N+:10]([CH3:16])([CH3:11])[CH3:12])=[CH:9][C:4]=1[C:3]([O:2][CH3:1])=[O:14]. The catalyst class is: 27. (5) Reactant: [NH2:1][C:2]1[C:11]2[C:6](=[CH:7][C:8](F)=[CH:9][CH:10]=2)[C:5]([Br:13])=[CH:4][N:3]=1.[CH3:14][C:15]1[C:23]2[C:22](=[O:24])[CH2:21][C:20]([CH3:26])([CH3:25])[CH2:19][C:18]=2[NH:17][CH:16]=1.[H-].[Na+].[NH4+].[Cl-]. The catalyst class is: 3. Product: [NH2:1][C:2]1[C:11]2[C:6](=[CH:7][C:8]([N:17]3[C:18]4[CH2:19][C:20]([CH3:25])([CH3:26])[CH2:21][C:22](=[O:24])[C:23]=4[C:15]([CH3:14])=[CH:16]3)=[CH:9][CH:10]=2)[C:5]([Br:13])=[CH:4][N:3]=1. (6) Reactant: [CH3:1][O:2][C:3](=[O:18])[CH:4]([C:6]1[C:7]([F:17])=[C:8]2[C:13](=[CH:14][C:15]=1[F:16])[N:12]=[CH:11][CH:10]=[CH:9]2)[CH3:5].[Br:19]Br.N1C=CC=CC=1. Product: [Br:19][C:10]1[CH:11]=[N:12][C:13]2[C:8]([CH:9]=1)=[C:7]([F:17])[C:6]([CH:4]([CH3:5])[C:3]([O:2][CH3:1])=[O:18])=[C:15]([F:16])[CH:14]=2. The catalyst class is: 53.